From a dataset of Peptide-MHC class II binding affinity with 134,281 pairs from IEDB. Regression. Given a peptide amino acid sequence and an MHC pseudo amino acid sequence, predict their binding affinity value. This is MHC class II binding data. (1) The peptide sequence is EQDLELSWNLNGLQAY. The MHC is DRB1_0802 with pseudo-sequence DRB1_0802. The binding affinity (normalized) is 0.302. (2) The peptide sequence is TILPLMALLTPVTMA. The MHC is HLA-DQA10601-DQB10402 with pseudo-sequence HLA-DQA10601-DQB10402. The binding affinity (normalized) is 0.337. (3) The peptide sequence is VLFLQMMNVNLQKQL. The MHC is DRB1_0701 with pseudo-sequence DRB1_0701. The binding affinity (normalized) is 0.164. (4) The peptide sequence is SKGGMRNVFDEVIPT. The MHC is HLA-DPA10201-DPB10101 with pseudo-sequence HLA-DPA10201-DPB10101. The binding affinity (normalized) is 0.232. (5) The peptide sequence is FKAAVAAAANAPPAD. The MHC is DRB1_0401 with pseudo-sequence DRB1_0401. The binding affinity (normalized) is 0.649. (6) The peptide sequence is TGTGKDAITSGIEVV. The MHC is DRB1_1501 with pseudo-sequence DRB1_1501. The binding affinity (normalized) is 0. (7) The peptide sequence is AAAGLAAAAPLESRQ. The MHC is DRB3_0101 with pseudo-sequence DRB3_0101. The binding affinity (normalized) is 0. (8) The peptide sequence is KPEVKYTVFETALKK. The MHC is HLA-DQA10301-DQB10302 with pseudo-sequence HLA-DQA10301-DQB10302. The binding affinity (normalized) is 0.128.